The task is: Predict which catalyst facilitates the given reaction.. This data is from Catalyst prediction with 721,799 reactions and 888 catalyst types from USPTO. (1) Reactant: Cl[C:2]1[C:11]2[C:6](=[CH:7][C:8]([O:14][CH2:15][CH2:16][N:17]3[CH2:22][CH2:21][N:20]([CH2:23][CH2:24][F:25])[CH2:19][CH2:18]3)=[C:9]([O:12][CH3:13])[CH:10]=2)[N:5]=[CH:4][N:3]=1.[OH:26][C:27]1[CH:28]=[C:29]2[C:33](=[N:34][CH:35]=1)[NH:32][CH:31]=[CH:30]2.C(=O)([O-])[O-].[K+].[K+]. Product: [NH:32]1[C:33]2[C:29](=[CH:28][C:27]([O:26][C:2]3[C:11]4[C:6](=[CH:7][C:8]([O:14][CH2:15][CH2:16][N:17]5[CH2:22][CH2:21][N:20]([CH2:23][CH2:24][F:25])[CH2:19][CH2:18]5)=[C:9]([O:12][CH3:13])[CH:10]=4)[N:5]=[CH:4][N:3]=3)=[CH:35][N:34]=2)[CH:30]=[CH:31]1. The catalyst class is: 44. (2) Reactant: Cl[CH2:2][C:3]1[CH:25]=[CH:24][C:6]([CH2:7][N:8]2[C:16](=[O:17])[NH:15][C:14]3[C:9]2=[N:10][C:11]([O:19][CH2:20][CH2:21][O:22][CH3:23])=[N:12][C:13]=3[NH2:18])=[CH:5][CH:4]=1.[CH3:26][NH2:27]. Product: [CH3:26][NH:27][CH2:2][C:3]1[CH:25]=[CH:24][C:6]([CH2:7][N:8]2[C:16](=[O:17])[NH:15][C:14]3[C:9]2=[N:10][C:11]([O:19][CH2:20][CH2:21][O:22][CH3:23])=[N:12][C:13]=3[NH2:18])=[CH:5][CH:4]=1. The catalyst class is: 3. (3) Reactant: COC1C=C(OC)C=CC=1C[NH:6][C:7]1[CH:16]=[N:15][C:14]2[C:9](=[CH:10][C:11]([CH3:17])=[CH:12][CH:13]=2)[N:8]=1.[C:24]([OH:30])([C:26]([F:29])([F:28])[F:27])=[O:25]. Product: [F:27][C:26]([F:29])([F:28])[C:24]([OH:30])=[O:25].[CH3:17][C:11]1[CH:10]=[C:9]2[C:14]([N:15]=[CH:16][C:7]([NH2:6])=[N:8]2)=[CH:13][CH:12]=1. The catalyst class is: 2. (4) Reactant: Br[C:2]1[CH:7]=[CH:6][C:5]([Cl:8])=[CH:4][N:3]=1.CC(C)([O-])C.[Na+].[CH3:15][O:16][C:17]1[C:18]2[CH2:26][NH:25][CH2:24][CH2:23][C:19]=2[N:20]=[CH:21][N:22]=1. Product: [Cl:8][C:5]1[CH:6]=[CH:7][C:2]([N:25]2[CH2:24][CH2:23][C:19]3[N:20]=[CH:21][N:22]=[C:17]([O:16][CH3:15])[C:18]=3[CH2:26]2)=[N:3][CH:4]=1. The catalyst class is: 110. (5) Reactant: FC1C=C(C=CC=1)CN1C2C(=CC=CC=2CCC2C=CC(C(O)=O)=CC=2)CC1.[CH3:29][O:30][C:31]1[CH:32]=[C:33]([N:39]2[CH2:47][C:46]3[C:41](=[CH:42][CH:43]=[CH:44][C:45]=3[CH2:48][CH2:49][C:50]3[CH:59]=[CH:58][C:53]([C:54]([O:56]C)=[O:55])=[CH:52][CH:51]=3)[CH2:40]2)[CH:34]=[C:35]([O:37][CH3:38])[CH:36]=1.[Li+].[OH-]. Product: [CH3:29][O:30][C:31]1[CH:32]=[C:33]([N:39]2[CH2:47][C:46]3[C:41](=[CH:42][CH:43]=[CH:44][C:45]=3[CH2:48][CH2:49][C:50]3[CH:51]=[CH:52][C:53]([C:54]([OH:56])=[O:55])=[CH:58][CH:59]=3)[CH2:40]2)[CH:34]=[C:35]([O:37][CH3:38])[CH:36]=1. The catalyst class is: 12. (6) Reactant: [C:1]([C:4]1[S:5][CH:6]=[CH:7][N:8]=1)(=O)[CH3:2].[CH:9]1([NH2:15])[CH2:14][CH2:13][CH2:12][CH2:11][CH2:10]1. Product: [CH:9]1([N:15]=[C:1]([C:4]2[S:5][CH:6]=[CH:7][N:8]=2)[CH3:2])[CH2:14][CH2:13][CH2:12][CH2:11][CH2:10]1. The catalyst class is: 626.